Dataset: Full USPTO retrosynthesis dataset with 1.9M reactions from patents (1976-2016). Task: Predict the reactants needed to synthesize the given product. (1) Given the product [NH2:1][C:2]1[CH:7]=[CH:6][C:5]([Br:8])=[CH:4][C:3]=1[CH:9]([C:11]1[CH:16]=[CH:15][CH:14]=[C:13]([O:17][CH3:18])[C:12]=1[Cl:19])[OH:10], predict the reactants needed to synthesize it. The reactants are: [NH2:1][C:2]1[CH:7]=[CH:6][C:5]([Br:8])=[CH:4][C:3]=1[C:9]([C:11]1[CH:16]=[CH:15][CH:14]=[C:13]([O:17][CH3:18])[C:12]=1[Cl:19])=[O:10].[BH4-].[Na+]. (2) Given the product [Br:1][C:2]1[CH:3]=[C:4]([S:8]([NH:16][CH2:15][CH2:14][C:13]#[N:12])(=[O:10])=[O:9])[CH:5]=[CH:6][CH:7]=1, predict the reactants needed to synthesize it. The reactants are: [Br:1][C:2]1[CH:3]=[C:4]([S:8](Cl)(=[O:10])=[O:9])[CH:5]=[CH:6][CH:7]=1.[NH2:12][CH2:13][CH2:14][C:15]#[N:16]. (3) Given the product [CH2:31]([C@H:13]1[C:14]2[NH:15][C:16]3[CH:17]=[C:18]([O:29][CH3:30])[CH:19]=[CH:20][C:21]=3[C:22]=2[CH2:23][C@H:24]2[C:25](=[O:26])[NH:8][C@@H:9]([CH3:35])[C:10](=[O:11])[N:12]12)[CH:32]([CH3:33])[CH3:34], predict the reactants needed to synthesize it. The reactants are: C(OC([NH:8][C@@H:9]([CH3:35])[C:10]([N:12]1[C@H:24]([C:25](OC)=[O:26])[CH2:23][C:22]2[C:21]3[C:16](=[CH:17][C:18]([O:29][CH3:30])=[CH:19][CH:20]=3)[NH:15][C:14]=2[C@@H:13]1[CH2:31][CH:32]([CH3:34])[CH3:33])=[O:11])=O)(C)(C)C.FC(F)(F)C(O)=O. (4) Given the product [Cl:1][C:2]1[CH:7]=[CH:6][C:5]([C:8]2[C:9]([C:14]([OH:16])=[O:15])=[CH:10][CH:11]=[CH:12][CH:13]=2)=[C:4]([CH3:19])[CH:3]=1, predict the reactants needed to synthesize it. The reactants are: [Cl:1][C:2]1[CH:7]=[CH:6][C:5]([C:8]2[C:9]([C:14]([O:16]CC)=[O:15])=[CH:10][CH:11]=[CH:12][CH:13]=2)=[C:4]([CH3:19])[CH:3]=1.[OH-].[Na+]. (5) Given the product [CH2:1]([C:3]1[C:4](=[O:15])[NH:5][C:6]([CH3:14])=[C:7]([C:9]2[S:10][CH:11]=[CH:12][CH:13]=2)[CH:8]=1)[CH3:2], predict the reactants needed to synthesize it. The reactants are: [CH2:1]([C:3]1[C:4]([O:15]C)=[N:5][C:6]([CH3:14])=[C:7]([C:9]2[S:10][CH:11]=[CH:12][CH:13]=2)[CH:8]=1)[CH3:2].[I-].[K+].C(#N)C.Cl[Si](C)(C)C.